Dataset: Reaction yield outcomes from USPTO patents with 853,638 reactions. Task: Predict the reaction yield, written as a fraction of the theoretical maximum amount of product (1.0 means a 100% yield; for example, 0.34 means a 34% yield). The reactants are [C:1]([C:5]1[CH:10]=[CH:9][C:8]([N:11]2[CH:15]=[CH:14][C:13]([C:16]3[CH:23]=[CH:22][C:19]([C:20]#[N:21])=[CH:18][CH:17]=3)=[N:12]2)=[CH:7][CH:6]=1)(=[O:4])[CH2:2][CH3:3].N1C=CC(C2C=CC(C#N)=CC=2)=N1.BrC1C=CC(C(=O)CC)=CC=1.C([O-])([O-])=O.[Cs+].[Cs+]. The catalyst is [Cu]I.OC1C=CC=C2C=1N=CC=C2.CN(C=O)C.O. The product is [OH:4][CH:1]([C:5]1[CH:6]=[CH:7][C:8]([N:11]2[CH:15]=[CH:14][C:13]([C:16]3[CH:17]=[CH:18][C:19]([C:20]#[N:21])=[CH:22][CH:23]=3)=[N:12]2)=[CH:9][CH:10]=1)[CH2:2][CH3:3]. The yield is 0.860.